Dataset: Reaction yield outcomes from USPTO patents with 853,638 reactions. Task: Predict the reaction yield, written as a fraction of the theoretical maximum amount of product (1.0 means a 100% yield; for example, 0.34 means a 34% yield). (1) The reactants are [Cl:1][C:2]1[N:3]=[C:4](Cl)[C:5]2[CH:11]=[CH:10][N:9]=[CH:8][C:6]=2[N:7]=1.[OH-:13].[Na+].Cl. The catalyst is C1COCC1.O. The product is [Cl:1][C:2]1[N:3]=[C:4]([OH:13])[C:5]2[CH:11]=[CH:10][N:9]=[CH:8][C:6]=2[N:7]=1. The yield is 0.880. (2) The reactants are [F:1][C:2]1[CH:11]=[CH:10][CH:9]=[C:8]2[C:3]=1[CH2:4][CH2:5][CH2:6][C:7]2=O.[Si](C#N)(C)(C)C.[C:19]([O-])([OH:21])=[O:20].[Na+]. The catalyst is C(Cl)Cl.[Zn+2].[I-].[I-]. The product is [F:1][C:2]1[CH:11]=[CH:10][CH:9]=[C:8]2[C:3]=1[CH2:4][CH2:5][CH2:6][CH:7]2[C:19]([OH:21])=[O:20]. The yield is 0.440. (3) The reactants are I[C:2]1[CH:7]=[CH:6][C:5]([C:8]#[C:9][Si:10]([CH3:13])([CH3:12])[CH3:11])=[CH:4][CH:3]=1.[CH2:14]([C:18]1[CH:23]=[CH:22][C:21]([C:24]#[CH:25])=[CH:20][CH:19]=1)[CH2:15][CH2:16][CH3:17].C(N(CC)CC)C. The yield is 0.400. The catalyst is [Cu]I.Cl[Pd](Cl)([P](C1C=CC=CC=1)(C1C=CC=CC=1)C1C=CC=CC=1)[P](C1C=CC=CC=1)(C1C=CC=CC=1)C1C=CC=CC=1.C1COCC1. The product is [CH3:11][Si:10]([C:9]#[C:8][C:5]1[CH:6]=[CH:7][C:2]([C:25]#[C:24][C:21]2[CH:22]=[CH:23][C:18]([CH2:14][CH2:15][CH2:16][CH3:17])=[CH:19][CH:20]=2)=[CH:3][CH:4]=1)([CH3:13])[CH3:12]. (4) The reactants are [CH3:1][Si:2]([CH3:16])([CH3:15])[O:3][C@H:4]1[C@@H:7]([C:8]2[CH:13]=[CH:12][CH:11]=[CH:10][CH:9]=2)[NH:6][C:5]1=[O:14].[C:17]([O:21][C:22](O[C:22]([O:21][C:17]([CH3:20])([CH3:19])[CH3:18])=[O:23])=[O:23])([CH3:20])([CH3:19])[CH3:18]. The catalyst is O1CCCC1. The product is [C:17]([O:21][C:22]([N:6]1[C@H:7]([C:8]2[CH:13]=[CH:12][CH:11]=[CH:10][CH:9]=2)[C@H:4]([O:3][Si:2]([CH3:16])([CH3:15])[CH3:1])[C:5]1=[O:14])=[O:23])([CH3:20])([CH3:19])[CH3:18]. The yield is 0.750. (5) The reactants are [F:1][C:2]([F:15])([F:14])[C:3](=O)[CH2:4][C:5]([C:7]1[CH:8]=[N:9][CH:10]=[CH:11][CH:12]=1)=O.[NH:16]([C:18]1[CH:19]=[CH:20][C:21]([NH:24][C:25]([CH:27]2[CH2:32][CH2:31][CH2:30][CH2:29][CH2:28]2)=[O:26])=[N:22][CH:23]=1)[NH2:17].C(O)(=O)C. The catalyst is C(O)C. The product is [N:9]1[CH:10]=[CH:11][CH:12]=[C:7]([C:5]2[N:16]([C:18]3[CH:19]=[CH:20][C:21]([NH:24][C:25]([CH:27]4[CH2:28][CH2:29][CH2:30][CH2:31][CH2:32]4)=[O:26])=[N:22][CH:23]=3)[N:17]=[C:3]([C:2]([F:15])([F:14])[F:1])[CH:4]=2)[CH:8]=1. The yield is 0.260. (6) The reactants are [CH2:1]([CH:4]1[CH2:9][CH2:8][CH:7]([C:10]2[CH:15]=[CH:14][C:13]([C:16]3[CH:21]=[CH:20][C:19](/[CH:22]=[CH:23]/[C:24]([OH:26])=[O:25])=[CH:18][CH:17]=3)=[CH:12][CH:11]=2)[CH2:6][CH2:5]1)[CH2:2][CH3:3].[CH:27]12[CH2:33][CH:30]([CH:31]=[CH:32]1)[CH2:29][CH:28]2[CH2:34]O.C1(C)C(C)=CC=CC=1. The catalyst is [OH-].C([O-])(=O)C.[Zr+2].C(OCC)(=O)C. The product is [CH2:1]([CH:4]1[CH2:9][CH2:8][CH:7]([C:10]2[CH:15]=[CH:14][C:13]([C:16]3[CH:17]=[CH:18][C:19](/[CH:22]=[CH:23]/[C:24]([O:26][CH2:34][CH:28]4[CH2:29][CH:30]5[CH2:33][CH:27]4[CH:32]=[CH:31]5)=[O:25])=[CH:20][CH:21]=3)=[CH:12][CH:11]=2)[CH2:6][CH2:5]1)[CH2:2][CH3:3]. The yield is 0.650.